This data is from Buchwald-Hartwig C-N cross coupling reaction yields with 55,370 reactions. The task is: Predict the reaction yield, written as a fraction of the theoretical maximum amount of product (1.0 means a 100% yield; for example, 0.34 means a 34% yield). The reactants are Ic1cccnc1.Cc1ccc(N)cc1.O=S(=O)(O[Pd]1c2ccccc2-c2ccccc2N~1)C(F)(F)F.CC(C)c1cc(C(C)C)c(-c2ccccc2P(C(C)(C)C)C(C)(C)C)c(C(C)C)c1.CN1CCCN2CCCN=C12.c1ccc2oncc2c1. No catalyst specified. The product is Cc1ccc(Nc2cccnc2)cc1. The yield is 0.752.